This data is from Forward reaction prediction with 1.9M reactions from USPTO patents (1976-2016). The task is: Predict the product of the given reaction. (1) The product is: [F:1][C:2]1[CH:3]=[C:4]([CH:27]=[CH:28][CH:29]=1)[O:5][CH2:6][C:7]1[CH:16]=[CH:15][C:14]2[C:13](=[O:17])[NH:12][CH2:11][CH2:10][C:9]=2[N:8]=1. Given the reactants [F:1][C:2]1[CH:3]=[C:4]([CH:27]=[CH:28][CH:29]=1)[O:5][CH2:6][C:7]1[CH:16]=[CH:15][C:14]2[C:13](=[O:17])[N:12](CC3C=CC(OC)=CC=3)[CH2:11][CH2:10][C:9]=2[N:8]=1.O.[N+]([O-])([O-])=O.[NH4+].[Ce].S(NN)(C1C=CC(C)=CC=1)(=O)=O, predict the reaction product. (2) Given the reactants [H-].[Na+].[F:3][C:4]1[CH:9]=[CH:8][C:7]([C:10]2[N:11]=[C:12]([CH:15]=P(C3C=CC=CC=3)(C3C=CC=CC=3)C3C=CC=CC=3)[S:13][CH:14]=2)=[CH:6][CH:5]=1.O=[C:36]1[CH2:39][N:38]([C:40]([O:42][C:43]([CH3:46])([CH3:45])[CH3:44])=[O:41])[CH2:37]1, predict the reaction product. The product is: [F:3][C:4]1[CH:5]=[CH:6][C:7]([C:10]2[N:11]=[C:12]([CH:15]=[C:36]3[CH2:37][N:38]([C:40]([O:42][C:43]([CH3:46])([CH3:45])[CH3:44])=[O:41])[CH2:39]3)[S:13][CH:14]=2)=[CH:8][CH:9]=1. (3) Given the reactants Cl.[Cl:2][CH2:3][CH2:4][NH:5][CH2:6][CH2:7][Cl:8].[C:9](O[C:9]([O:11][C:12]([CH3:15])([CH3:14])[CH3:13])=[O:10])([O:11][C:12]([CH3:15])([CH3:14])[CH3:13])=[O:10].C(N(CC)CC)C, predict the reaction product. The product is: [C:12]([O:11][C:9](=[O:10])[N:5]([CH2:6][CH2:7][Cl:8])[CH2:4][CH2:3][Cl:2])([CH3:15])([CH3:14])[CH3:13]. (4) Given the reactants [O:1]=[C:2](Cl)OC(Cl)(Cl)Cl.[Cl:9][C:10]1[CH:15]=[C:14]([F:16])[C:13]([N+:17]([O-:19])=[O:18])=[CH:12][C:11]=1[NH:20][CH2:21][C:22]1[C:23]([NH:32][CH2:33][CH3:34])=[CH:24][C:25]([N:28]([O:30][CH3:31])[CH3:29])=[N:26][CH:27]=1.CCN(CC)CC, predict the reaction product. The product is: [Cl:9][C:10]1[CH:15]=[C:14]([F:16])[C:13]([N+:17]([O-:19])=[O:18])=[CH:12][C:11]=1[N:20]1[CH2:21][C:22]2[CH:27]=[N:26][C:25]([N:28]([O:30][CH3:31])[CH3:29])=[CH:24][C:23]=2[N:32]([CH2:33][CH3:34])[C:2]1=[O:1]. (5) The product is: [Br:1][C:2]1[CH:3]=[CH:4][C:5]([NH:10][CH3:9])=[N:6][CH:7]=1. Given the reactants [Br:1][C:2]1[CH:3]=[CH:4][C:5](F)=[N:6][CH:7]=1.[CH3:9][NH2:10].O, predict the reaction product. (6) Given the reactants [Br:1][C:2]1[C:14]2[C:13]3[CH2:12][CH2:11][N:10]([C:15](=[O:36])[CH:16]([N:23]4[CH2:28][CH2:27][N:26](C(OC(C)(C)C)=O)[CH2:25][CH2:24]4)[C:17]4[CH:22]=[CH:21][CH:20]=[CH:19][CH:18]=4)[CH2:9][C:8]=3[CH:7]=[N:6][C:5]=2[NH:4][N:3]=1.[ClH:37], predict the reaction product. The product is: [Cl-:37].[Br:1][C:2]1[C:14]2[C:13]3[CH2:12][CH2:11][N:10]([C:15](=[O:36])[CH:16]([N:23]4[CH2:24][CH2:25][NH2+:26][CH2:27][CH2:28]4)[C:17]4[CH:18]=[CH:19][CH:20]=[CH:21][CH:22]=4)[CH2:9][C:8]=3[CH:7]=[N:6][C:5]=2[NH:4][N:3]=1.